From a dataset of Peptide-MHC class I binding affinity with 185,985 pairs from IEDB/IMGT. Regression. Given a peptide amino acid sequence and an MHC pseudo amino acid sequence, predict their binding affinity value. This is MHC class I binding data. The peptide sequence is IDTLTCGF. The MHC is H-2-Kk with pseudo-sequence H-2-Kk. The binding affinity (normalized) is 0.0929.